Dataset: Full USPTO retrosynthesis dataset with 1.9M reactions from patents (1976-2016). Task: Predict the reactants needed to synthesize the given product. (1) Given the product [CH2:13]([O:20][CH2:21][CH2:22][CH2:23][CH2:24][CH2:25][N:8]1[CH2:9][C@H:5]([CH2:1][CH2:2][CH2:3][CH3:4])[CH2:6][C:7]1=[O:10])[C:14]1[CH:19]=[CH:18][CH:17]=[CH:16][CH:15]=1, predict the reactants needed to synthesize it. The reactants are: [CH2:1]([C@H:5]1[CH2:9][NH:8][C:7](=[O:10])[CH2:6]1)[CH2:2][CH2:3][CH3:4].[H-].[Na+].[CH2:13]([O:20][CH2:21][CH2:22][CH2:23][CH2:24][CH2:25]Br)[C:14]1[CH:19]=[CH:18][CH:17]=[CH:16][CH:15]=1. (2) Given the product [F:26][C:2]([F:1])([F:25])[C:3]1[CH:20]=[C:19]([C:21]([F:22])([F:23])[F:24])[CH:18]=[CH:17][C:4]=1[CH2:5][N:6]1[C:14]2[C:9](=[CH:10][C:11]([CH:15]=[C:32]3[S:31][C:30]([N:33]4[CH2:34][CH2:35][CH:36]([C:39]([NH:41][S:42]([N:45]5[CH2:49][CH2:48][CH2:47][CH2:46]5)(=[O:44])=[O:43])=[O:40])[CH2:37][CH2:38]4)=[N:29][C:28]3=[O:27])=[CH:12][CH:13]=2)[CH:8]=[N:7]1, predict the reactants needed to synthesize it. The reactants are: [F:1][C:2]([F:26])([F:25])[C:3]1[CH:20]=[C:19]([C:21]([F:24])([F:23])[F:22])[CH:18]=[CH:17][C:4]=1[CH2:5][N:6]1[C:14]2[C:9](=[CH:10][C:11]([CH:15]=O)=[CH:12][CH:13]=2)[CH:8]=[N:7]1.[O:27]=[C:28]1[CH2:32][S:31][C:30]([N:33]2[CH2:38][CH2:37][CH:36]([C:39]([NH:41][S:42]([N:45]3[CH2:49][CH2:48][CH2:47][CH2:46]3)(=[O:44])=[O:43])=[O:40])[CH2:35][CH2:34]2)=[N:29]1. (3) Given the product [Br:1][C:2]1[C:10]2[O:11][CH2:12][CH2:13][C:9]=2[C:8]2[C@H:7]([CH2:14][C:15]#[N:17])[CH2:6][CH2:5][C:4]=2[C:3]=1[Br:18], predict the reactants needed to synthesize it. The reactants are: [Br:1][C:2]1[C:10]2[O:11][CH2:12][CH2:13][C:9]=2[C:8]2[C@H:7]([CH2:14][C:15]([NH2:17])=O)[CH2:6][CH2:5][C:4]=2[C:3]=1[Br:18].O=P(Cl)(Cl)Cl. (4) Given the product [Br:10][C:7]1[CH:8]=[CH:9][C:4]([C:2]([C:11]2[CH:16]=[CH:15][CH:14]=[CH:13][CH:12]=2)=[CH2:1])=[CH:5][CH:6]=1, predict the reactants needed to synthesize it. The reactants are: [CH3:1][C:2]([C:4]1[CH:9]=[CH:8][C:7]([Br:10])=[CH:6][CH:5]=1)=O.[C:11]1([Li])[CH:16]=[CH:15][CH:14]=[CH:13][CH:12]=1. (5) Given the product [ClH:1].[Cl:1][C:2]1[CH:32]=[C:31]([Cl:33])[CH:30]=[CH:29][C:3]=1[C:4]([C:6]1[CH:11]=[CH:10][CH:9]=[CH:8][C:7]=1[NH:12][S:13]([C:16]1[CH:17]=[CH:18][C:19]([C:20]([NH:22][CH2:23][C:24](=[O:25])[NH:49][CH2:48][CH2:47][CH:44]2[CH2:45][CH2:46][NH:41][CH2:42][CH2:43]2)=[O:21])=[CH:27][CH:28]=1)(=[O:14])=[O:15])=[O:5], predict the reactants needed to synthesize it. The reactants are: [Cl:1][C:2]1[CH:32]=[C:31]([Cl:33])[CH:30]=[CH:29][C:3]=1[C:4]([C:6]1[CH:11]=[CH:10][CH:9]=[CH:8][C:7]=1[NH:12][S:13]([C:16]1[CH:28]=[CH:27][C:19]([C:20]([NH:22][CH2:23][C:24](O)=[O:25])=[O:21])=[CH:18][CH:17]=1)(=[O:15])=[O:14])=[O:5].C(OC([N:41]1[CH2:46][CH2:45][CH:44]([CH2:47][CH2:48][NH2:49])[CH2:43][CH2:42]1)=O)(C)(C)C.